Task: Predict the product of the given reaction.. Dataset: Forward reaction prediction with 1.9M reactions from USPTO patents (1976-2016) (1) Given the reactants [H-].[Na+].[CH:3]1([N:6]([C:14]2[N:19]3[N:20]=[CH:21][C:22]([CH:23]=[O:24])=[C:18]3[N:17]=[C:16]([C:25]3[CH:30]=[CH:29][CH:28]=[C:27]([NH:31][S:32]([CH3:35])(=[O:34])=[O:33])[CH:26]=3)[CH:15]=2)C(=O)OC(C)(C)C)[CH2:5][CH2:4]1.[CH3:36]I, predict the reaction product. The product is: [CH:3]1([NH:6][C:14]2[N:19]3[N:20]=[CH:21][C:22]([CH:23]=[O:24])=[C:18]3[N:17]=[C:16]([C:25]3[CH:26]=[C:27]([N:31]([CH3:36])[S:32]([CH3:35])(=[O:33])=[O:34])[CH:28]=[CH:29][CH:30]=3)[CH:15]=2)[CH2:4][CH2:5]1. (2) Given the reactants [Li+:1].[CH3:2][CH:3]([N-:5][CH:6]([CH3:8])[CH3:7])[CH3:4].[SH:9][C:10]1[S:11][CH:12]=[CH:13][N:14]=1.[F:15][C:16]([F:23])([F:22])[C:17](OCC)=[O:18], predict the reaction product. The product is: [Li+:1].[CH3:2][CH:3]([N-:5][CH:6]([CH3:8])[CH3:7])[CH3:4].[F:15][C:16]([F:23])([F:22])[C:17]([C:12]1[S:11][C:10]([SH:9])=[N:14][CH:13]=1)=[O:18]. (3) Given the reactants [CH3:1][O:2][C:3](=[O:26])[CH2:4][C:5]1[CH:10]=[CH:9][CH:8]=[C:7]([O:11][C:12]2[CH:17]=[CH:16][C:15]([C:18]([F:21])([F:20])[F:19])=[CH:14][C:13]=2[CH2:22][NH:23][CH2:24][CH3:25])[CH:6]=1.[Br:27][C:28]1[CH:33]=[CH:32][C:31]([S:34](Cl)(=[O:36])=[O:35])=[CH:30][CH:29]=1, predict the reaction product. The product is: [CH3:1][O:2][C:3](=[O:26])[CH2:4][C:5]1[CH:10]=[CH:9][CH:8]=[C:7]([O:11][C:12]2[CH:17]=[CH:16][C:15]([C:18]([F:20])([F:19])[F:21])=[CH:14][C:13]=2[CH2:22][N:23]([S:34]([C:31]2[CH:32]=[CH:33][C:28]([Br:27])=[CH:29][CH:30]=2)(=[O:36])=[O:35])[CH2:24][CH3:25])[CH:6]=1. (4) The product is: [O:7]=[S:6]1(=[O:8])[CH2:5][CH2:4][CH2:3][CH2:2][N:9]1[C:10]1[C:11]([O:32][CH3:31])=[C:12]([CH:17]=[C:18]([N+:20]([O-:22])=[O:21])[CH:19]=1)[C:13]([O:15][CH3:16])=[O:14]. Given the reactants Cl[CH2:2][CH2:3][CH2:4][CH2:5][S:6]([NH:9][C:10]1[C:11](F)=[C:12]([CH:17]=[C:18]([N+:20]([O-:22])=[O:21])[CH:19]=1)[C:13]([O:15][CH3:16])=[O:14])(=[O:8])=[O:7].CCN(CC)CC.[CH3:31][OH:32], predict the reaction product. (5) Given the reactants [C:1]([O:7][CH2:8][CH3:9])(=[O:6])[CH:2]([CH2:4][OH:5])[OH:3].N1C=CN=C1.[C:15]([Si:19]([CH3:22])([CH3:21])Cl)([CH3:18])([CH3:17])[CH3:16], predict the reaction product. The product is: [OH:3][CH:2]([CH2:4][O:5][Si:19]([CH3:22])([CH3:21])[C:15]([CH3:18])([CH3:17])[CH3:16])[C:1]([O:7][CH2:8][CH3:9])=[O:6]. (6) Given the reactants [CH2:1]([O:8][C:9]1[C:10]([C:29]([OH:31])=O)=[N:11][C:12]([CH2:16][C:17]2([C:22]3[CH:27]=[CH:26][C:25]([Br:28])=[CH:24][CH:23]=3)[CH2:21][CH2:20][CH2:19][CH2:18]2)=[N:13][C:14]=1[OH:15])[C:2]1[CH:7]=[CH:6][CH:5]=[CH:4][CH:3]=1.[Si:32]([O:39][CH2:40][CH2:41][NH:42][CH:43]([CH3:45])[CH3:44])([C:35]([CH3:38])([CH3:37])[CH3:36])([CH3:34])[CH3:33].O=P(Cl)(Cl)Cl, predict the reaction product. The product is: [Si:32]([O:39][CH2:40][CH2:41][N:42]([CH:43]([CH3:45])[CH3:44])[C:29]([C:10]1[C:9]([O:8][CH2:1][C:2]2[CH:7]=[CH:6][CH:5]=[CH:4][CH:3]=2)=[C:14]([OH:15])[N:13]=[C:12]([CH2:16][C:17]2([C:22]3[CH:23]=[CH:24][C:25]([Br:28])=[CH:26][CH:27]=3)[CH2:21][CH2:20][CH2:19][CH2:18]2)[N:11]=1)=[O:31])([C:35]([CH3:38])([CH3:37])[CH3:36])([CH3:34])[CH3:33].